From a dataset of Catalyst prediction with 721,799 reactions and 888 catalyst types from USPTO. Predict which catalyst facilitates the given reaction. (1) Reactant: [CH3:1][C:2]1[S:6][CH:5]=[C:4](/[CH:7]=[C:8](/[C@H:10]2[O:27][C:25](=[O:26])[CH2:24][C@H:23]([OH:28])[C:22]([CH3:30])([CH3:29])[C:20](=[O:21])[C@H:19]([CH3:31])[C@@H:18]([OH:32])[C@@H:17]([CH3:33])[CH2:16][CH2:15][CH2:14][CH:13]=[CH:12][CH2:11]2)\[CH3:9])[N:3]=1.CC1(C)O[O:36]1. Product: [CH3:1][C:2]1[S:6][CH:5]=[C:4](/[CH:7]=[C:8](/[C@H:10]2[O:27][C:25](=[O:26])[CH2:24][C@H:23]([OH:28])[C:22]([CH3:30])([CH3:29])[C:20](=[O:21])[C@H:19]([CH3:31])[C@@H:18]([OH:32])[C@@H:17]([CH3:33])[CH2:16][CH2:15][CH2:14][C@H:13]3[O:36][C@H:12]3[CH2:11]2)\[CH3:9])[N:3]=1. The catalyst class is: 2. (2) Reactant: [CH3:1][O:2][CH:3]([C:5]1[CH:10]=[CH:9][C:8]([N+:11]([O-])=O)=[CH:7][CH:6]=1)[CH3:4]. Product: [CH3:1][O:2][CH:3]([C:5]1[CH:10]=[CH:9][C:8]([NH2:11])=[CH:7][CH:6]=1)[CH3:4]. The catalyst class is: 94. (3) Reactant: C([Li])(CC)C.CCCCCC.C1CCCCC1.[Cl:18][C:19]1[CH:24]=[CH:23][N:22]=[C:21]2[N:25]([Si](C(C)C)(C(C)C)C(C)C)[CH:26]=[CH:27][C:20]=12.CN(C)[CH:40]=[O:41].O1CCOCC1.Cl. Product: [Cl:18][C:19]1[C:24]([CH:40]=[O:41])=[CH:23][N:22]=[C:21]2[NH:25][CH:26]=[CH:27][C:20]=12. The catalyst class is: 30.